This data is from Full USPTO retrosynthesis dataset with 1.9M reactions from patents (1976-2016). The task is: Predict the reactants needed to synthesize the given product. (1) Given the product [C:23]1([CH3:16])[C:24]([S:27]([O:14][CH2:13][CH2:12][O:11][CH2:10][CH2:9][C:4]2[CH:5]=[CH:6][CH:7]=[CH:8][C:3]=2[O:2][CH3:1])(=[O:28])=[O:29])=[CH:25][CH:26]=[CH:21][CH:22]=1, predict the reactants needed to synthesize it. The reactants are: [CH3:1][O:2][C:3]1[CH:8]=[CH:7][CH:6]=[CH:5][C:4]=1[CH2:9][CH2:10][O:11][CH2:12][CH2:13][OH:14].N1C=CC=C[CH:16]=1.[C:21]1(C)[CH:26]=[CH:25][C:24]([S:27](Cl)(=[O:29])=[O:28])=[CH:23][CH:22]=1. (2) Given the product [CH3:1][O:2][C:3](=[O:36])[C:4]([C:9]1[CH:10]=[C:11]([C:25]2[CH:30]=[C:29]([F:31])[CH:28]=[CH:27][C:26]=2[O:32][CH2:33][O:34][CH3:35])[C:12]([O:17][CH2:18][C:19]2[CH:20]=[CH:21][CH:22]=[CH:23][CH:24]=2)=[C:13]([C:15]2[NH:48][C:47]3[CH:46]=[CH:45][C:41]([C:42](=[NH:43])[NH2:44])=[CH:40][C:39]=3[N:38]=2)[CH:14]=1)([CH2:5][OH:6])[CH2:7][OH:8], predict the reactants needed to synthesize it. The reactants are: [CH3:1][O:2][C:3](=[O:36])[C:4]([C:9]1[CH:10]=[C:11]([C:25]2[CH:30]=[C:29]([F:31])[CH:28]=[CH:27][C:26]=2[O:32][CH2:33][O:34][CH3:35])[C:12]([O:17][CH2:18][C:19]2[CH:24]=[CH:23][CH:22]=[CH:21][CH:20]=2)=[C:13]([CH:15]=O)[CH:14]=1)([CH2:7][OH:8])[CH2:5][OH:6].Cl.[NH2:38][C:39]1[CH:40]=[C:41]([CH:45]=[CH:46][C:47]=1[NH2:48])[C:42]([NH2:44])=[NH:43].C1(=O)C=CC(=O)C=C1.